This data is from Full USPTO retrosynthesis dataset with 1.9M reactions from patents (1976-2016). The task is: Predict the reactants needed to synthesize the given product. (1) Given the product [Br:19][C:15]1[CH:14]=[C:13]([CH:18]=[CH:17][CH:16]=1)[CH:22]=[O:23], predict the reactants needed to synthesize it. The reactants are: C([Mg]Cl)CCC.C([Li])CCC.Br[C:13]1[CH:18]=[CH:17][CH:16]=[C:15]([Br:19])[CH:14]=1.CN(C)[CH:22]=[O:23]. (2) Given the product [F:14][C:13]([F:16])([F:15])[C:4]1[N:3]=[C:2]([NH:22][CH2:21][CH2:20][C:19]([F:24])([F:23])[F:18])[C:7]([C:8]([O:10][CH2:11][CH3:12])=[O:9])=[CH:6][N:5]=1, predict the reactants needed to synthesize it. The reactants are: Cl[C:2]1[C:7]([C:8]([O:10][CH2:11][CH3:12])=[O:9])=[CH:6][N:5]=[C:4]([C:13]([F:16])([F:15])[F:14])[N:3]=1.Cl.[F:18][C:19]([F:24])([F:23])[CH2:20][CH2:21][NH2:22].C(N(CC)CC)C. (3) The reactants are: [C:1]1([C:9]2[CH:14]=[CH:13][CH:12]=[CH:11][CH:10]=2)[C:2]([CH:7]=O)=[CH:3][CH:4]=[CH:5][CH:6]=1.[Br:15][C:16]1[N:17]=[CH:18][C:19]([NH2:22])=[N:20][CH:21]=1.C(O[BH-](OC(=O)C)OC(=O)C)(=O)C.[Na+]. Given the product [C:1]1([C:9]2[CH:14]=[CH:13][CH:12]=[CH:11][CH:10]=2)[CH:6]=[CH:5][CH:4]=[CH:3][C:2]=1[CH2:7][NH:22][C:19]1[CH:18]=[N:17][C:16]([Br:15])=[CH:21][N:20]=1, predict the reactants needed to synthesize it. (4) Given the product [NH2:15][C:10]1[N:11]=[C:12]([CH3:14])[N:13]=[C:8]([C:7]2[C:2]([NH:16][C:17]3[CH:18]=[C:19]([NH:24][S:25]([CH3:28])(=[O:27])=[O:26])[C:20]([CH3:23])=[N:21][CH:22]=3)=[N:3][CH:4]=[CH:5][CH:6]=2)[N:9]=1, predict the reactants needed to synthesize it. The reactants are: F[C:2]1[C:7]([C:8]2[N:13]=[C:12]([CH3:14])[N:11]=[C:10]([NH2:15])[N:9]=2)=[CH:6][CH:5]=[CH:4][N:3]=1.[NH2:16][C:17]1[CH:18]=[C:19]([NH:24][S:25]([CH3:28])(=[O:27])=[O:26])[C:20]([CH3:23])=[N:21][CH:22]=1.C[Si]([N-][Si](C)(C)C)(C)C.[Na+].C1COCC1. (5) Given the product [Cl-:29].[NH2:20][C:21]1/[C:26](=[N:3]/[C:4]2[C:5]([NH:13][CH2:14][CH2:15][N+:16]([CH3:19])([CH3:18])[CH3:17])=[N:6][N:7]3[CH:12]=[CH:11][CH:10]=[CH:9][C:8]=23)/[CH:25]=[C:24]([CH3:27])[C:23](=[O:28])[C:22]=1[Cl:29], predict the reactants needed to synthesize it. The reactants are: Cl.[Cl-].[NH2:3][C:4]1[C:5]([NH:13][CH2:14][CH2:15][N+:16]([CH3:19])([CH3:18])[CH3:17])=[N:6][N:7]2[CH:12]=[CH:11][CH:10]=[CH:9][C:8]=12.[NH2:20][C:21]1[C:22]([Cl:29])=[C:23]([OH:28])[C:24]([CH3:27])=[CH:25][CH:26]=1.C(=O)([O-])[O-].[Na+].[Na+]. (6) Given the product [O:8]=[C:9]([N:19]1[CH2:24][CH2:23][C:22]2[N:25]=[C:26]([C:28]3[CH:29]=[CH:30][C:31]([O:34][C@H:35]4[CH2:36][C@H:37]([N:39]5[CH2:40][CH2:41][CH2:42][CH2:43][CH2:44]5)[CH2:38]4)=[CH:32][CH:33]=3)[S:27][C:21]=2[CH2:20]1)[CH2:10][NH2:11], predict the reactants needed to synthesize it. The reactants are: FC(F)(F)C(O)=O.[O:8]=[C:9]([N:19]1[CH2:24][CH2:23][C:22]2[N:25]=[C:26]([C:28]3[CH:33]=[CH:32][C:31]([O:34][C@H:35]4[CH2:38][C@H:37]([N:39]5[CH2:44][CH2:43][CH2:42][CH2:41][CH2:40]5)[CH2:36]4)=[CH:30][CH:29]=3)[S:27][C:21]=2[CH2:20]1)[CH2:10][NH:11]C(=O)OC(C)(C)C.C(=O)([O-])[O-].[K+].[K+]. (7) Given the product [CH2:11]([C:14]1[CH:15]=[CH:16][C:17]([C:20]#[C:21][C:5]2[CH:4]=[C:3]([F:10])[C:2]([Br:1])=[CH:7][CH:6]=2)=[CH:18][CH:19]=1)[CH2:12][CH3:13], predict the reactants needed to synthesize it. The reactants are: [Br:1][C:2]1[C:3]([F:10])=[CH:4][C:5](I)=[C:6](C)[CH:7]=1.[CH2:11]([C:14]1[CH:19]=[CH:18][C:17]([C:20]#[CH:21])=[CH:16][CH:15]=1)[CH2:12][CH3:13]. (8) Given the product [CH3:51][O:50][C:44]1[CH:45]=[C:46]([O:48][CH3:49])[CH:47]=[C:3]([O:2][CH3:1])[C:4]=1[CH:5]=[CH:6][CH:7]([S:17]([CH:20]([CH:30]=[CH:31][C:32]1[C:33]([O:42][CH3:43])=[CH:34][C:35]([O:40][CH3:41])=[CH:36][C:37]=1[O:38][CH3:39])[C:21]1[CH:26]=[CH:25][C:24]([O:27][CH3:28])=[C:23]([NH:29][C:54](=[O:55])[CH2:53][Cl:52])[CH:22]=1)(=[O:19])=[O:18])[C:8]1[CH:13]=[CH:12][C:11]([O:14][CH3:15])=[C:10]([NH:16][C:54](=[O:55])[CH2:53][Cl:52])[CH:9]=1, predict the reactants needed to synthesize it. The reactants are: [CH3:1][O:2][C:3]1[CH:47]=[C:46]([O:48][CH3:49])[CH:45]=[C:44]([O:50][CH3:51])[C:4]=1[CH:5]=[CH:6][CH:7]([S:17]([CH:20]([CH:30]=[CH:31][C:32]1[C:37]([O:38][CH3:39])=[CH:36][C:35]([O:40][CH3:41])=[CH:34][C:33]=1[O:42][CH3:43])[C:21]1[CH:26]=[CH:25][C:24]([O:27][CH3:28])=[C:23]([NH2:29])[CH:22]=1)(=[O:19])=[O:18])[C:8]1[CH:13]=[CH:12][C:11]([O:14][CH3:15])=[C:10]([NH2:16])[CH:9]=1.[Cl:52][CH2:53][C:54](Cl)=[O:55]. (9) Given the product [C:1]([O:7][CH2:8][C@@H:9]([O:10][C:11]([CH3:14])([CH3:13])[CH3:12])[C:15]1[C:30]([CH3:31])=[CH:29][C:18]2[N:19]=[C:20]([C:22]3[CH:23]=[N:24][CH:25]=[C:26]([C:45]4[CH:44]=[C:43]5[C:48](=[CH:47][CH:46]=4)[N:40]([CH3:39])[N:41]=[CH:42]5)[CH:27]=3)[S:21][C:17]=2[C:16]=1[C:32]1[CH:37]=[CH:36][C:35]([Cl:38])=[CH:34][CH:33]=1)(=[O:6])[C:2]([CH3:5])([CH3:4])[CH3:3], predict the reactants needed to synthesize it. The reactants are: [C:1]([O:7][CH2:8][C@H:9]([C:15]1[C:30]([CH3:31])=[CH:29][C:18]2[N:19]=[C:20]([C:22]3[CH:23]=[N:24][CH:25]=[C:26](Br)[CH:27]=3)[S:21][C:17]=2[C:16]=1[C:32]1[CH:37]=[CH:36][C:35]([Cl:38])=[CH:34][CH:33]=1)[O:10][C:11]([CH3:14])([CH3:13])[CH3:12])(=[O:6])[C:2]([CH3:5])([CH3:4])[CH3:3].[CH3:39][N:40]1[C:48]2[C:43](=[CH:44][C:45](B(O)O)=[CH:46][CH:47]=2)[CH:42]=[N:41]1.C(OCC)(=O)C.